This data is from Forward reaction prediction with 1.9M reactions from USPTO patents (1976-2016). The task is: Predict the product of the given reaction. (1) Given the reactants [C:1]([C:3]1[CH:8]=[C:7]([C:9]2C=[C:19]([O:21][C@@H:22]([C@@H:24]3[CH2:28][C:27](=[O:29])[NH:26][CH2:25]3)[CH3:23])[C:12]3[N:13]([CH:16]4[CH2:18][CH2:17]4)[CH:14]=[N:15][C:11]=3[CH:10]=2)[CH:6]=[CH:5][C:4]=1[N:30]1[CH2:35][CH2:34][N:33]([C:36]([O:38][C:39]([CH3:42])([CH3:41])[CH3:40])=[O:37])[CH2:32][CH2:31]1)#[N:2].C1([N:46]2C3C(O[C@@H]([C@@H]4CC(=O)NC4)C)=CC(C4C=CC(N5CCNCC5)=C(C=4)C#N)=CC=3N=C2)CC1, predict the reaction product. The product is: [C:1]([C:3]1[CH:8]=[C:7]([C:9]2[N:46]=[C:19]([O:21][C@@H:22]([C@@H:24]3[CH2:28][C:27](=[O:29])[NH:26][CH2:25]3)[CH3:23])[C:12]3[N:13]([CH:16]4[CH2:17][CH2:18]4)[CH:14]=[N:15][C:11]=3[CH:10]=2)[CH:6]=[CH:5][C:4]=1[N:30]1[CH2:31][CH2:32][N:33]([C:36]([O:38][C:39]([CH3:40])([CH3:41])[CH3:42])=[O:37])[CH2:34][CH2:35]1)#[N:2]. (2) Given the reactants Cl[C:2]1[N:7]=[CH:6][C:5]([CH2:8][N:9]2[CH:14]=[C:13]3[N:15]=[C:16]([C:18]4[CH:23]=[CH:22][CH:21]=[C:20]([F:24])[C:19]=4[F:25])[N:17]=[C:12]3[CH:11]=[N:10]2)=[CH:4][CH:3]=1.[F:26][C:27]([F:38])([F:37])[C:28]1[CH:33]=[CH:32][C:31](B(O)O)=[CH:30][CH:29]=1, predict the reaction product. The product is: [F:25][C:19]1[C:20]([F:24])=[CH:21][CH:22]=[CH:23][C:18]=1[C:16]1[N:17]=[C:12]2[CH:11]=[N:10][N:9]([CH2:8][C:5]3[CH:6]=[N:7][C:2]([C:31]4[CH:32]=[CH:33][C:28]([C:27]([F:38])([F:37])[F:26])=[CH:29][CH:30]=4)=[CH:3][CH:4]=3)[CH:14]=[C:13]2[N:15]=1. (3) Given the reactants [CH3:1][C@@H:2]1[CH2:6][CH2:5][CH2:4][N:3]1[CH2:7][CH2:8][C:9]1[CH:14]=[CH:13][C:12]([C:15]2[CH:20]=[CH:19][C:18]([CH2:21][CH2:22][C:23](O)=[O:24])=[CH:17][CH:16]=2)=[CH:11][CH:10]=1.Cl.[NH2:27][C@@H:28]([CH3:36])[C:29]([O:31][C:32]([CH3:35])([CH3:34])[CH3:33])=[O:30].CN(C(ON1N=NC2C=CC=NC1=2)=[N+](C)C)C.F[P-](F)(F)(F)(F)F.Cl, predict the reaction product. The product is: [CH3:1][C@@H:2]1[CH2:6][CH2:5][CH2:4][N:3]1[CH2:7][CH2:8][C:9]1[CH:14]=[CH:13][C:12]([C:15]2[CH:16]=[CH:17][C:18]([CH2:21][CH2:22][C:23]([NH:27][C@@H:28]([CH3:36])[C:29]([O:31][C:32]([CH3:35])([CH3:34])[CH3:33])=[O:30])=[O:24])=[CH:19][CH:20]=2)=[CH:11][CH:10]=1. (4) The product is: [ClH:48].[CH2:10]1[C:11]2[C:6](=[CH:5][CH:4]=[CH:3][C:2]=2[NH:1][S:45]([C:38]2[C:39]3[C:44](=[CH:43][CH:42]=[CH:41][CH:40]=3)[C:35]([CH3:34])=[CH:36][CH:37]=2)(=[O:47])=[O:46])[CH2:7][CH2:8][NH:9]1. Given the reactants [NH2:1][C:2]1[CH:3]=[CH:4][CH:5]=[C:6]2[C:11]=1[CH2:10][N:9](C(OC(C)(C)C)=O)[CH2:8][CH2:7]2.N1C=CC=CC=1.CN(C1C=CC=CN=1)C.[CH3:34][C:35]1[C:44]2[C:39](=[CH:40][CH:41]=[CH:42][CH:43]=2)[C:38]([S:45]([Cl:48])(=[O:47])=[O:46])=[CH:37][CH:36]=1, predict the reaction product. (5) Given the reactants FC1C=CC(N2[C:11](=[O:12])[C@H:10]([S:13][CH2:14][C:15]([C:17]3[CH:22]=[CH:21][C:20]([F:23])=[CH:19][CH:18]=3)=[O:16])[C@H:9]2[C:24]2[CH:42]=[CH:41][C:27]([O:28][CH2:29][C:30]([NH:32][CH2:33][C:34]([NH:36][CH2:37][C:38]([OH:40])=O)=[O:35])=[O:31])=[CH:26][CH:25]=2)=CC=1.CN1CCOCC1.CN(C(ON1N=[N:65][C:60]2[CH:61]=[CH:62][CH:63]=[CH:64][C:59]1=2)=[N+](C)C)C.[B-](F)(F)(F)[F:68].[CH2:72]([NH:74][CH2:75][C:76]([OH:78])=[O:77])[CH3:73].[BH4-].[Na+], predict the reaction product. The product is: [F:68][C:63]1[CH:64]=[CH:59][C:60]([N:65]2[C:11](=[O:12])[C@H:10]([S:13][CH2:14][CH:15]([C:17]3[CH:22]=[CH:21][C:20]([F:23])=[CH:19][CH:18]=3)[OH:16])[C@H:9]2[C:24]2[CH:42]=[CH:41][C:27]([O:28][CH2:29][C:30]([NH:32][CH2:33][C:34]([NH:36][CH2:37][C:38]([N:74]([CH2:72][CH3:73])[CH2:75][C:76]([OH:78])=[O:77])=[O:40])=[O:35])=[O:31])=[CH:26][CH:25]=2)=[CH:61][CH:62]=1. (6) Given the reactants [H-].[Na+].[Br:3][C:4]1[CH:10]=[CH:9][CH:8]=[CH:7][C:5]=1[NH2:6].I[CH2:12][CH2:13][CH2:14][CH2:15][CH2:16][CH2:17][CH2:18][CH2:19][CH2:20][CH2:21][CH2:22][CH3:23], predict the reaction product. The product is: [Br:3][C:4]1[CH:10]=[CH:9][CH:8]=[CH:7][C:5]=1[NH:6][CH2:23][CH2:22][CH2:21][CH2:20][CH2:19][CH2:18][CH2:17][CH2:16][CH2:15][CH2:14][CH2:13][CH3:12]. (7) The product is: [Cl:1][C:2]1[N:7]=[C:6]([NH:18][C:15]2[CH:14]=[C:13]([CH:10]3[CH2:12][CH2:11]3)[NH:17][N:16]=2)[CH:5]=[C:4]([CH3:9])[N:3]=1. Given the reactants [Cl:1][C:2]1[N:7]=[C:6](Cl)[CH:5]=[C:4]([CH3:9])[N:3]=1.[CH:10]1([C:13]2[NH:17][N:16]=[C:15]([NH2:18])[CH:14]=2)[CH2:12][CH2:11]1.C(N(C(C)C)CC)(C)C, predict the reaction product.